From a dataset of Reaction yield outcomes from USPTO patents with 853,638 reactions. Predict the reaction yield, written as a fraction of the theoretical maximum amount of product (1.0 means a 100% yield; for example, 0.34 means a 34% yield). (1) The reactants are [F:1][C:2]1[CH:3]=[C:4]([C:27]2[CH:32]=[CH:31][CH:30]=[CH:29][C:28]=2[C:33]2[NH:37][C:36](=[O:38])[O:35][N:34]=2)[CH:5]=[CH:6][C:7]=1[CH2:8][C:9]1[C:10](=[O:26])[N:11]([CH2:19][CH:20]([OH:25])[C:21]([CH3:24])([CH3:23])[CH3:22])[C:12]([CH3:18])=[N:13][C:14]=1[CH2:15][CH2:16][CH3:17].CC(OI1(OC(C)=O)(OC(C)=O)OC(=O)C2C1=CC=CC=2)=O.C(=O)([O-])O.[Na+].O.O.O.O.O.S([O-])([O-])(=O)=S.[Na+].[Na+]. The catalyst is C(Cl)(Cl)Cl.C(Cl)Cl. The product is [CH3:23][C:21]([CH3:22])([CH3:24])[C:20](=[O:25])[CH2:19][N:11]1[C:10](=[O:26])[C:9]([CH2:8][C:7]2[CH:6]=[CH:5][C:4]([C:27]3[CH:32]=[CH:31][CH:30]=[CH:29][C:28]=3[C:33]3[NH:37][C:36](=[O:38])[O:35][N:34]=3)=[CH:3][C:2]=2[F:1])=[C:14]([CH2:15][CH2:16][CH3:17])[N:13]=[C:12]1[CH3:18]. The yield is 0.530. (2) The product is [ClH:43].[F:3][C:4]1[CH:9]=[CH:8][C:7]([N:10]2[CH2:15][CH2:14][N:13]([C:16]3[C:17]([CH3:30])=[C:18]([CH3:29])[C:19]4[O:23][C:22]([CH3:24])([CH3:25])[CH:21]([N:34]5[CH2:35][CH2:36][CH2:33][CH2:32]5)[C:20]=4[C:27]=3[CH3:28])[CH2:12][CH2:11]2)=[CH:6][CH:5]=1. The reactants are [BH4-].[Na+].[F:3][C:4]1[CH:9]=[CH:8][C:7]([N:10]2[CH2:15][CH2:14][N:13]([C:16]3[C:17]([CH3:30])=[C:18]([CH3:29])[C:19]4[O:23][C:22]([CH3:25])([CH3:24])[C:21](=O)[C:20]=4[C:27]=3[CH3:28])[CH2:12][CH2:11]2)=[CH:6][CH:5]=1.Cl.[CH2:32]([N:34](CC)[CH2:35][CH3:36])[CH3:33].CS([Cl:43])(=O)=O.N1CCCC1. The catalyst is C1COCC1.ClCCl.C(=O)(O)[O-].[Na+].CO. The yield is 0.0800. (3) The reactants are [Cl:1][C:2]1[CH:7]=[C:6]([I:8])[CH:5]=[CH:4][C:3]=1[NH:9][C:10](=O)[CH3:11].C(Cl)Cl.[N-:16]=[N+:17]=[N-:18].[Na+].FC(F)(F)S(OS(C(F)(F)F)(=O)=O)(=O)=O. The product is [Cl:1][C:2]1[CH:7]=[C:6]([I:8])[CH:5]=[CH:4][C:3]=1[N:9]1[C:10]([CH3:11])=[N:18][N:17]=[N:16]1. The catalyst is C(#N)C. The yield is 0.590. (4) The reactants are [Cl:1][C:2]1[C:3]2[C:10]([C:11]3[CH:16]=[CH:15][C:14]([F:17])=[CH:13][CH:12]=3)=[CH:9][S:8][C:4]=2[N:5]=[CH:6][N:7]=1.[Cl:18]N1C(=O)CCC1=O. The catalyst is C(O)(=O)C. The product is [Cl:1][C:2]1[C:3]2[C:10]([C:11]3[CH:16]=[CH:15][C:14]([F:17])=[CH:13][CH:12]=3)=[C:9]([Cl:18])[S:8][C:4]=2[N:5]=[CH:6][N:7]=1. The yield is 0.160.